This data is from Forward reaction prediction with 1.9M reactions from USPTO patents (1976-2016). The task is: Predict the product of the given reaction. (1) Given the reactants B(Br)(Br)Br.C[O:6][C:7]1[CH:21]=[CH:20][C:10]2[N:11]3[CH2:19][CH2:18][CH2:17][C:12]3=[N:13][S:14](=[O:16])(=[O:15])[C:9]=2[CH:8]=1.O, predict the reaction product. The product is: [CH2:19]1[N:11]2[C:12](=[N:13][S:14](=[O:15])(=[O:16])[C:9]3[CH:8]=[C:7]([OH:6])[CH:21]=[CH:20][C:10]=32)[CH2:17][CH2:18]1. (2) Given the reactants [CH2:1]([O:3][CH:4]([O:13][CH2:14][CH3:15])[C:5]1[CH:6]=[C:7]([CH:10]=[CH:11][CH:12]=1)[CH:8]=[O:9])[CH3:2].[BH4-].[Na+].O, predict the reaction product. The product is: [CH2:14]([O:13][CH:4]([O:3][CH2:1][CH3:2])[C:5]1[CH:6]=[C:7]([CH2:8][OH:9])[CH:10]=[CH:11][CH:12]=1)[CH3:15].